From a dataset of Catalyst prediction with 721,799 reactions and 888 catalyst types from USPTO. Predict which catalyst facilitates the given reaction. (1) Reactant: Br[C:2]1[CH:7]=[CH:6][C:5]([Br:8])=[CH:4][CH:3]=1.[Li]CCCC.CON(C)[C:17]([CH:19]1[CH2:23][CH2:22][N:21]([C:24]2[N:29]=[CH:28][CH:27]=[CH:26][N:25]=2)[CH2:20]1)=[O:18].CCOC(C)=O. Product: [Br:8][C:5]1[CH:6]=[CH:7][C:2]([C:17]([CH:19]2[CH2:23][CH2:22][N:21]([C:24]3[N:25]=[CH:26][CH:27]=[CH:28][N:29]=3)[CH2:20]2)=[O:18])=[CH:3][CH:4]=1. The catalyst class is: 20. (2) Reactant: CC=CCO.[H-].[Na+].[CH:8]1([NH:11][C:12]([C:14]2[CH:15]=[CH:16][C:17]([CH3:33])=[C:18]([NH:20][C:21](=[O:32])[C:22]3[CH:27]=[C:26](F)[CH:25]=[CH:24][C:23]=3[N+:29]([O-:31])=[O:30])[CH:19]=2)=[O:13])[CH2:10][CH2:9]1.C(O)(=O)[CH2:35][C:36]([CH2:41]C(O)=O)([C:38](O)=[O:39])O. Product: [CH:8]1([NH:11][C:12]([C:14]2[CH:15]=[CH:16][C:17]([CH3:33])=[C:18]([NH:20][C:21](=[O:32])[C:22]3[CH:27]=[C:26]([O:39][CH2:38][C:36]([CH3:41])=[CH2:35])[CH:25]=[CH:24][C:23]=3[N+:29]([O-:31])=[O:30])[CH:19]=2)=[O:13])[CH2:10][CH2:9]1. The catalyst class is: 44. (3) Reactant: C(=O)([O-])[O-].[Na+].[Na+].[C:7]([O:11][C:12]([N:14]1[CH2:21][C@H:20]([OH:22])[C@@H:19]2[C@H:15]1[CH2:16][O:17][NH:18]2)=[O:13])([CH3:10])([CH3:9])[CH3:8].[C:23](Cl)([O:25][CH2:26][CH:27]1[C:39]2[C:34](=[CH:35][CH:36]=[CH:37][CH:38]=2)[C:33]2[C:28]1=[CH:29][CH:30]=[CH:31][CH:32]=2)=[O:24]. Product: [CH:38]1[C:39]2[CH:27]([CH2:26][O:25][C:23]([N:18]3[C@H:19]4[C@H:15]([N:14]([C:12]([O:11][C:7]([CH3:10])([CH3:8])[CH3:9])=[O:13])[CH2:21][C@@H:20]4[OH:22])[CH2:16][O:17]3)=[O:24])[C:28]3[C:33](=[CH:32][CH:31]=[CH:30][CH:29]=3)[C:34]=2[CH:35]=[CH:36][CH:37]=1. The catalyst class is: 127.